From a dataset of Peptide-MHC class I binding affinity with 185,985 pairs from IEDB/IMGT. Regression. Given a peptide amino acid sequence and an MHC pseudo amino acid sequence, predict their binding affinity value. This is MHC class I binding data. (1) The peptide sequence is RSEVELCIY. The MHC is HLA-A69:01 with pseudo-sequence HLA-A69:01. The binding affinity (normalized) is 0.0847. (2) The peptide sequence is IDNNNTSYRL. The MHC is H-2-Db with pseudo-sequence H-2-Db. The binding affinity (normalized) is 0. (3) The peptide sequence is CTLNKSHLY. The MHC is HLA-A01:01 with pseudo-sequence HLA-A01:01. The binding affinity (normalized) is 0.345. (4) The peptide sequence is SGLFPVSL. The MHC is H-2-Kb with pseudo-sequence H-2-Kb. The binding affinity (normalized) is 0.224. (5) The peptide sequence is VIRLLIWAY. The binding affinity (normalized) is 0.143. The MHC is HLA-A30:01 with pseudo-sequence HLA-A30:01.